From a dataset of Forward reaction prediction with 1.9M reactions from USPTO patents (1976-2016). Predict the product of the given reaction. (1) The product is: [NH2:25][C@@H:11]([CH:12]([C:19]1[CH:24]=[CH:23][CH:22]=[CH:21][CH:20]=1)[C:13]1[CH:14]=[CH:15][CH:16]=[CH:17][CH:18]=1)[C:10]([NH:9][CH3:8])=[O:33]. Given the reactants C(O)(C(F)(F)F)=O.[CH3:8][NH:9][C:10](=[O:33])[C@@H:11]([NH:25]C(=O)OC(C)(C)C)[CH:12]([C:19]1[CH:24]=[CH:23][CH:22]=[CH:21][CH:20]=1)[C:13]1[CH:18]=[CH:17][CH:16]=[CH:15][CH:14]=1, predict the reaction product. (2) Given the reactants [CH2:1]([O:3][C:4]([C:6]1[C:14]2[C:13]([Cl:15])=[N:12][CH:11]=[N:10][C:9]=2[NH:8][CH:7]=1)=[O:5])[CH3:2].[NH2:16][C:17]1[CH:25]=[CH:24][C:20]2[O:21][CH:22]=[CH:23][C:19]=2[CH:18]=1, predict the reaction product. The product is: [ClH:15].[CH2:1]([O:3][C:4]([C:6]1[C:14]2[C:13]([NH:16][C:17]3[CH:25]=[CH:24][C:20]4[O:21][CH:22]=[CH:23][C:19]=4[CH:18]=3)=[N:12][CH:11]=[N:10][C:9]=2[NH:8][CH:7]=1)=[O:5])[CH3:2]. (3) Given the reactants [F:1][C:2]1[CH:9]=[C:8]([CH3:10])[CH:7]=[CH:6][C:3]=1[C:4]#[N:5].[Br:11]N1C(=O)CCC1=O, predict the reaction product. The product is: [Br:11][CH2:10][C:8]1[CH:7]=[CH:6][C:3]([C:4]#[N:5])=[C:2]([F:1])[CH:9]=1. (4) Given the reactants [CH2:1]([O:8][C:9](=[O:33])[N:10]([CH2:31][CH3:32])[CH2:11][C:12]1[CH:17]=[C:16]([C:18]([F:21])([F:20])[F:19])[CH:15]=[CH:14][C:13]=1B1OC(C)(C)C(C)(C)O1)[C:2]1[CH:7]=[CH:6][CH:5]=[CH:4][CH:3]=1.[CH3:34][O:35][C:36](=[O:46])[CH2:37][C:38]1[CH:43]=[C:42](Br)[CH:41]=[CH:40][C:39]=1[F:45], predict the reaction product. The product is: [CH3:34][O:35][C:36](=[O:46])[CH2:37][C:38]1[CH:43]=[C:42]([C:13]2[CH:14]=[CH:15][C:16]([C:18]([F:20])([F:19])[F:21])=[CH:17][C:12]=2[CH2:11][N:10]([C:9]([O:8][CH2:1][C:2]2[CH:3]=[CH:4][CH:5]=[CH:6][CH:7]=2)=[O:33])[CH2:31][CH3:32])[CH:41]=[CH:40][C:39]=1[F:45]. (5) Given the reactants [N+:1]([C:4]1[CH:5]=[N:6][C:7]2[C:12]([C:13]=1[NH:14][CH2:15][CH2:16][CH2:17][NH:18][C:19](=[O:25])[O:20][C:21]([CH3:24])([CH3:23])[CH3:22])=[N:11][CH:10]=[CH:9][CH:8]=2)([O-])=O, predict the reaction product. The product is: [NH2:1][C:4]1[CH:5]=[N:6][C:7]2[C:12]([C:13]=1[NH:14][CH2:15][CH2:16][CH2:17][NH:18][C:19](=[O:25])[O:20][C:21]([CH3:23])([CH3:22])[CH3:24])=[N:11][CH:10]=[CH:9][CH:8]=2. (6) Given the reactants [F:1][CH:2]([F:29])[O:3][C:4]1[C:9]2[O:10][C:11]3[CH:16]=[CH:15][N:14]=[CH:13][C:12]=3[C:8]=2[C:7]([C:17]([O:19]C2C=CC([N+]([O-])=O)=CC=2)=O)=[CH:6][CH:5]=1.[NH2:30][C:31]1[C:36]([Cl:37])=[CH:35][N:34]=[CH:33][C:32]=1[Cl:38].[H-].[Na+].C(O)(=O)C, predict the reaction product. The product is: [Cl:38][C:32]1[CH:33]=[N:34][CH:35]=[C:36]([Cl:37])[C:31]=1[NH:30][C:17]([C:7]1[C:8]2[C:12]3[CH:13]=[N:14][CH:15]=[CH:16][C:11]=3[O:10][C:9]=2[C:4]([O:3][CH:2]([F:29])[F:1])=[CH:5][CH:6]=1)=[O:19]. (7) Given the reactants [O:1]([C:8]1[CH:13]=[CH:12][C:11]([C:14]2[C:22]3[C:17](=[N:18][CH:19]=[N:20][C:21]=3[NH2:23])[NH:16][N:15]=2)=[CH:10][CH:9]=1)[C:2]1[CH:7]=[CH:6][CH:5]=[CH:4][CH:3]=1.CS(O[C@H:29]1[CH2:32][C@@H:31]([CH2:33][O:34][CH2:35][C:36]2[CH:41]=[CH:40][CH:39]=[CH:38][CH:37]=2)[CH2:30]1)(=O)=O.C(=O)([O-])[O-].[Cs+].[Cs+].O, predict the reaction product. The product is: [CH2:35]([O:34][CH2:33][C@H:31]1[CH2:32][C@H:29]([N:16]2[C:17]3=[N:18][CH:19]=[N:20][C:21]([NH2:23])=[C:22]3[C:14]([C:11]3[CH:12]=[CH:13][C:8]([O:1][C:2]4[CH:7]=[CH:6][CH:5]=[CH:4][CH:3]=4)=[CH:9][CH:10]=3)=[N:15]2)[CH2:30]1)[C:36]1[CH:41]=[CH:40][CH:39]=[CH:38][CH:37]=1.